From a dataset of Catalyst prediction with 721,799 reactions and 888 catalyst types from USPTO. Predict which catalyst facilitates the given reaction. (1) Reactant: [NH2:1][C:2]1[N:7]=[CH:6][N:5]=[C:4]2[N:8]([CH:20]([C:22]3[N:23]([C:33]4[CH:38]=[CH:37][CH:36]=[CH:35][CH:34]=4)[C:24](=[O:32])[C:25]4[C:30](C=3)=[CH:29][CH:28]=[CH:27][CH:26]=4)[CH3:21])[N:9]=[C:10]([C:11]3[CH:16]=[CH:15][C:14]([O:17][CH3:18])=[C:13]([NH2:19])[CH:12]=3)[C:3]=12.[N:39]1C=CC=CC=1.[CH3:45][S:46](Cl)(=[O:48])=[O:47]. Product: [NH2:1][C:2]1[N:7]=[CH:6][N:5]=[C:4]2[N:8]([CH:20]([C:22]3[N:23]([C:33]4[CH:34]=[CH:35][CH:36]=[CH:37][CH:38]=4)[C:24](=[O:32])[C:25]4[C:30](=[CH:29][CH:28]=[CH:27][CH:26]=4)[N:39]=3)[CH3:21])[N:9]=[C:10]([C:11]3[CH:16]=[CH:15][C:14]([O:17][CH3:18])=[C:13]([NH:19][S:46]([CH3:45])(=[O:48])=[O:47])[CH:12]=3)[C:3]=12. The catalyst class is: 4. (2) Reactant: [S:1]([N:11]1[C:15]2=[N:16][CH:17]=[C:18]([CH:20](O)[CH2:21][CH:22]=[CH2:23])[N:19]=[C:14]2[CH:13]=[CH:12]1)([C:4]1[CH:10]=[CH:9][C:7]([CH3:8])=[CH:6][CH:5]=1)(=[O:3])=[O:2].S(Cl)(Cl)=O.C([O-])(O)=O.[Na+].[N-:34]=[N+:35]=[N-:36].[Na+]. Product: [N:34]([CH:20]([C:18]1[N:19]=[C:14]2[CH:13]=[CH:12][N:11]([S:1]([C:4]3[CH:10]=[CH:9][C:7]([CH3:8])=[CH:6][CH:5]=3)(=[O:3])=[O:2])[C:15]2=[N:16][CH:17]=1)[CH2:21][CH:22]=[CH2:23])=[N+:35]=[N-:36]. The catalyst class is: 91.